Dataset: Full USPTO retrosynthesis dataset with 1.9M reactions from patents (1976-2016). Task: Predict the reactants needed to synthesize the given product. (1) Given the product [NH2:2][CH2:1][CH:3]([C:12]1[CH:13]=[CH:14][C:15]([F:18])=[CH:16][CH:17]=1)[CH2:4][CH2:5][OH:6], predict the reactants needed to synthesize it. The reactants are: [C:1]([CH:3]([C:12]1[CH:17]=[CH:16][C:15]([F:18])=[CH:14][CH:13]=1)[CH2:4][C:5](OC(C)(C)C)=[O:6])#[N:2].C1COCC1.Cl. (2) Given the product [C:12]([O:11][C:9]([N:26]([CH2:27][C:28]1[CH:29]=[CH:30][C:31]([C:32]([O:34][CH3:35])=[O:33])=[CH:36][CH:37]=1)[CH2:25][CH2:24][C:19]1[CH:20]=[CH:21][CH:22]=[CH:23][C:18]=1[OH:17])=[O:10])([CH3:13])([CH3:14])[CH3:15], predict the reactants needed to synthesize it. The reactants are: [C:9](O[C:9]([O:11][C:12]([CH3:15])([CH3:14])[CH3:13])=[O:10])([O:11][C:12]([CH3:15])([CH3:14])[CH3:13])=[O:10].Br.[OH:17][C:18]1[CH:23]=[CH:22][CH:21]=[CH:20][C:19]=1[CH2:24][CH2:25][NH:26][CH2:27][C:28]1[CH:37]=[CH:36][C:31]([C:32]([O:34][CH3:35])=[O:33])=[CH:30][CH:29]=1.C(N(CC)CC)C. (3) Given the product [F:1][C:2]1[CH:9]=[C:8]([O:10][CH3:11])[C:7]([F:12])=[CH:6][C:3]=1/[CH:4]=[CH:14]/[C:15]([OH:17])=[O:16], predict the reactants needed to synthesize it. The reactants are: [F:1][C:2]1[CH:9]=[C:8]([O:10][CH3:11])[C:7]([F:12])=[CH:6][C:3]=1[CH:4]=O.C(O)(=O)[CH2:14][C:15]([OH:17])=[O:16]. (4) Given the product [F:50][C:38]([F:37])([F:51])[C:39]1[CH:40]=[C:41]([C:45]([N:47]=[C:48]=[S:49])=[O:46])[CH:42]=[CH:43][CH:44]=1.[CH3:14][O:15][C:16]1[CH:17]=[C:18]2[C:23](=[CH:24][C:25]=1[O:26][CH3:27])[N:22]=[CH:21][CH:20]=[C:19]2[O:28][C:29]1[CH:35]=[CH:34][C:32]([NH:33][C:48]([NH:47][C:45](=[O:46])[C:41]2[CH:42]=[CH:43][CH:44]=[C:39]([C:38]([F:37])([F:51])[F:50])[CH:40]=2)=[S:49])=[CH:31][C:30]=1[F:36], predict the reactants needed to synthesize it. The reactants are: FC(F)(F)C1C=C(C(Cl)=O)C=CC=1.[CH3:14][O:15][C:16]1[CH:17]=[C:18]2[C:23](=[CH:24][C:25]=1[O:26][CH3:27])[N:22]=[CH:21][CH:20]=[C:19]2[O:28][C:29]1[CH:35]=[CH:34][C:32]([NH2:33])=[CH:31][C:30]=1[F:36].[F:37][C:38]([F:51])([F:50])[C:39]1[CH:40]=[C:41]([C:45]([N:47]=[C:48]=[S:49])=[O:46])[CH:42]=[CH:43][CH:44]=1.